From a dataset of Forward reaction prediction with 1.9M reactions from USPTO patents (1976-2016). Predict the product of the given reaction. (1) Given the reactants Br[C:2]1[C:3]2[S:11][C:10]([C:12]3[CH:17]=[CH:16][CH:15]=[CH:14][CH:13]=3)=[CH:9][C:4]=2[C:5]([Cl:8])=[N:6][CH:7]=1.C1C=CC=CC=1.[Li]CCCC.[CH:29](=[O:31])[CH3:30], predict the reaction product. The product is: [Cl:8][C:5]1[C:4]2[CH:9]=[C:10]([C:12]3[CH:17]=[CH:16][CH:15]=[CH:14][CH:13]=3)[S:11][C:3]=2[C:2]([CH:29]([OH:31])[CH3:30])=[CH:7][N:6]=1. (2) Given the reactants [CH3:1][C:2]1([CH3:22])[CH:6]([C:7]2[CH:12]=[CH:11][C:10]([CH3:13])=[CH:9][CH:8]=2)[C:5]2[C:14]([CH3:21])=[C:15]([NH2:20])[C:16]([CH3:19])=[C:17]([CH3:18])[C:4]=2[O:3]1.[CH3:23][O:24][C:25]1[CH:26]=[C:27]([CH:31]=[CH:32][C:33]=1[O:34][CH3:35])[C:28](Cl)=[O:29], predict the reaction product. The product is: [CH3:23][O:24][C:25]1[CH:26]=[C:27]([CH:31]=[CH:32][C:33]=1[O:34][CH3:35])[C:28]([NH:20][C:15]1[C:16]([CH3:19])=[C:17]([CH3:18])[C:4]2[O:3][C:2]([CH3:22])([CH3:1])[CH:6]([C:7]3[CH:8]=[CH:9][C:10]([CH3:13])=[CH:11][CH:12]=3)[C:5]=2[C:14]=1[CH3:21])=[O:29].